The task is: Predict the reaction yield, written as a fraction of the theoretical maximum amount of product (1.0 means a 100% yield; for example, 0.34 means a 34% yield).. This data is from Reaction yield outcomes from USPTO patents with 853,638 reactions. (1) The reactants are [N+:1]([C:4]1[CH:5]=[CH:6][C:7]2[NH:12][C:11](=[O:13])[CH2:10][O:9][C:8]=2[CH:14]=1)([O-])=O. The catalyst is [Pd].CN(C)C=O. The product is [NH2:1][C:4]1[CH:5]=[CH:6][C:7]2[NH:12][C:11](=[O:13])[CH2:10][O:9][C:8]=2[CH:14]=1. The yield is 0.680. (2) The yield is 0.880. The product is [Br:13][C:10]1[CH:9]=[CH:8][C:7]([CH:2]([NH:1][C:22](=[O:23])[C:21]2[CH:25]=[CH:26][C:18]([C:14]([CH3:16])([CH3:15])[CH3:17])=[CH:19][CH:20]=2)[C:3]([O:5][CH3:6])=[O:4])=[CH:12][CH:11]=1. The reactants are [NH2:1][CH:2]([C:7]1[CH:12]=[CH:11][C:10]([Br:13])=[CH:9][CH:8]=1)[C:3]([O:5][CH3:6])=[O:4].[C:14]([C:18]1[CH:26]=[CH:25][C:21]([C:22](O)=[O:23])=[CH:20][CH:19]=1)([CH3:17])([CH3:16])[CH3:15].CCN(C(C)C)C(C)C.CN(C(ON1N=NC2C=CC=NC1=2)=[N+](C)C)C.F[P-](F)(F)(F)(F)F. The catalyst is CN(C=O)C. (3) The reactants are [F:1][C:2]1[CH:7]=[CH:6][CH:5]=[CH:4][C:3]=1[C:8]1[C:16]2[C:15]([NH:17][C@H:18]([C:20]3[N:25]([C:26]4[CH:31]=[CH:30][CH:29]=[CH:28][CH:27]=4)[C:24](=[O:32])[C:23]4=[C:33]([CH3:36])[CH:34]=[CH:35][N:22]4[N:21]=3)[CH3:19])=[N:14][CH:13]=[N:12][C:11]=2[N:10](COCC[Si](C)(C)C)[CH:9]=1.FC(F)(F)C(O)=O.N. No catalyst specified. The product is [F:1][C:2]1[CH:7]=[CH:6][CH:5]=[CH:4][C:3]=1[C:8]1[C:16]2[C:15]([NH:17][C@H:18]([C:20]3[N:25]([C:26]4[CH:31]=[CH:30][CH:29]=[CH:28][CH:27]=4)[C:24](=[O:32])[C:23]4=[C:33]([CH3:36])[CH:34]=[CH:35][N:22]4[N:21]=3)[CH3:19])=[N:14][CH:13]=[N:12][C:11]=2[NH:10][CH:9]=1. The yield is 0.540. (4) The reactants are [CH3:1][N:2]([CH:21]([CH3:23])[CH3:22])[CH:3]1[C:12]2[C:7](=[CH:8][C:9]([C:13]#[C:14][Si](C)(C)C)=[CH:10][CH:11]=2)[C:6]([CH3:20])([CH3:19])[CH2:5][CH2:4]1.CO.C(=O)([O-])[O-].[K+].[K+]. The catalyst is C(OCC)(=O)C. The product is [C:13]([C:9]1[CH:8]=[C:7]2[C:12](=[CH:11][CH:10]=1)[CH:3]([N:2]([CH:21]([CH3:22])[CH3:23])[CH3:1])[CH2:4][CH2:5][C:6]2([CH3:19])[CH3:20])#[CH:14]. The yield is 0.800. (5) The reactants are C(O)(C(F)(F)F)=O.[NH2:8][CH2:9][CH2:10][S:11][S:12][CH2:13][CH2:14][NH:15][C:16](=[O:24])[C:17]1[CH:22]=[CH:21][CH:20]=[CH:19][C:18]=1[OH:23].[C:25](O)(=[O:47])[CH2:26][CH2:27]/[CH:28]=[CH:29]\[CH2:30]/[CH:31]=[CH:32]\[CH2:33]/[CH:34]=[CH:35]\[CH2:36]/[CH:37]=[CH:38]\[CH2:39]/[CH:40]=[CH:41]\[CH2:42]/[CH:43]=[CH:44]\[CH2:45][CH3:46].CN(C(ON1N=NC2C=CC=NC1=2)=[N+](C)C)C.F[P-](F)(F)(F)(F)F.CCN(C(C)C)C(C)C. The catalyst is CC#N.CCOC(C)=O. The product is [C:25]([NH:8][CH2:9][CH2:10][S:11][S:12][CH2:13][CH2:14][NH:15][C:16](=[O:24])[C:17]1[CH:22]=[CH:21][CH:20]=[CH:19][C:18]=1[OH:23])(=[O:47])[CH2:26][CH2:27]/[CH:28]=[CH:29]\[CH2:30]/[CH:31]=[CH:32]\[CH2:33]/[CH:34]=[CH:35]\[CH2:36]/[CH:37]=[CH:38]\[CH2:39]/[CH:40]=[CH:41]\[CH2:42]/[CH:43]=[CH:44]\[CH2:45][CH3:46]. The yield is 0.440. (6) The reactants are Br[C:2]1[CH:7]=[CH:6][C:5]([CH2:8][O:9][CH3:10])=[CH:4][C:3]=1[Cl:11].[Li]CCCC.[O:17]1[CH2:20][C:19](=[O:21])[CH2:18]1. The catalyst is C1COCC1. The product is [Cl:11][C:3]1[CH:4]=[C:5]([CH2:8][O:9][CH3:10])[CH:6]=[CH:7][C:2]=1[C:19]1([OH:21])[CH2:20][O:17][CH2:18]1. The yield is 0.320. (7) The reactants are Br[C:2]1[CH:10]=[CH:9][CH:8]=[C:7]2[C:3]=1[C:4]1([C:25]3=[N:26][C:27]([O:30][CH3:31])=[CH:28][CH:29]=[C:24]3[O:23][CH2:22]1)[C:5](=[O:21])[N:6]2[CH2:11][C:12]1[O:13][C:14]([C:17]([F:20])([F:19])[F:18])=[CH:15][CH:16]=1.[O:32]1[CH:36]=[CH:35][C:34](B(O)O)=[CH:33]1. The catalyst is C1C=CC([P]([Pd]([P](C2C=CC=CC=2)(C2C=CC=CC=2)C2C=CC=CC=2)([P](C2C=CC=CC=2)(C2C=CC=CC=2)C2C=CC=CC=2)[P](C2C=CC=CC=2)(C2C=CC=CC=2)C2C=CC=CC=2)(C2C=CC=CC=2)C2C=CC=CC=2)=CC=1. The product is [O:32]1[CH:36]=[CH:35][C:34]([C:2]2[CH:10]=[CH:9][CH:8]=[C:7]3[C:3]=2[C:4]2([C:25]4=[N:26][C:27]([O:30][CH3:31])=[CH:28][CH:29]=[C:24]4[O:23][CH2:22]2)[C:5](=[O:21])[N:6]3[CH2:11][C:12]2[O:13][C:14]([C:17]([F:19])([F:18])[F:20])=[CH:15][CH:16]=2)=[CH:33]1. The yield is 0.740. (8) The reactants are [C:1]1([C:23]2[CH:28]=[CH:27][CH:26]=[CH:25][CH:24]=2)[CH:6]=[CH:5][C:4]([CH2:7][C@@H:8]([NH:15][C:16]([O:18][C:19]([CH3:22])([CH3:21])[CH3:20])=[O:17])[CH2:9][C@@H:10]([CH3:14])[C:11](O)=[O:12])=[CH:3][CH:2]=1.[CH3:29][S:30]([NH2:33])(=[O:32])=[O:31].CCN=C=NCCCN(C)C.Cl.ON1C2N=CC=CC=2N=N1.CCN(C(C)C)C(C)C. The catalyst is CN(C=O)C. The product is [C:19]([O:18][C:16](=[O:17])[NH:15][C@H:8]([CH2:7][C:4]1[CH:5]=[CH:6][C:1]([C:23]2[CH:28]=[CH:27][CH:26]=[CH:25][CH:24]=2)=[CH:2][CH:3]=1)[CH2:9][C@@H:10]([CH3:14])[C:11]([NH:33][S:30]([CH3:29])(=[O:32])=[O:31])=[O:12])([CH3:22])([CH3:21])[CH3:20]. The yield is 0.550. (9) The reactants are Cl[CH2:2][C:3]([N:5]([CH3:7])[CH3:6])=[O:4].[F:8][C:9]1[CH:10]=[C:11]([C:17]2[N:18]=[C:19]([CH3:35])[C:20]3[C:25]4([CH2:27][CH2:26]4)[CH2:24][N:23]([C:28]4[CH:29]=[C:30]([OH:34])[CH:31]=[CH:32][CH:33]=4)[C:21]=3[N:22]=2)[CH:12]=[CH:13][C:14]=1[O:15][CH3:16].C(=O)([O-])[O-].[K+].[K+]. The catalyst is C(#N)C. The product is [F:8][C:9]1[CH:10]=[C:11]([C:17]2[N:18]=[C:19]([CH3:35])[C:20]3[C:25]4([CH2:27][CH2:26]4)[CH2:24][N:23]([C:28]4[CH:29]=[C:30]([CH:31]=[CH:32][CH:33]=4)[O:34][CH2:2][C:3]([N:5]([CH3:7])[CH3:6])=[O:4])[C:21]=3[N:22]=2)[CH:12]=[CH:13][C:14]=1[O:15][CH3:16]. The yield is 0.400.